From a dataset of Catalyst prediction with 721,799 reactions and 888 catalyst types from USPTO. Predict which catalyst facilitates the given reaction. (1) Reactant: [CH3:1][C@:2]([NH:27]C(=O)OC(C)(C)C)([C:5]([NH:7][C:8]1[CH:9]=[N:10][C:11]([O:14][C:15]2[C:20]3[C:21]4([CH2:24][O:25][CH2:26][C:19]=3[CH:18]=[CH:17][CH:16]=2)[CH2:23][CH2:22]4)=[CH:12][CH:13]=1)=[O:6])[CH2:3][CH3:4].C(O)(C(F)(F)F)=O.C([O-])(O)=O.[Na+]. Product: [C:21]12([C:20]3[C:15]([O:14][C:11]4[N:10]=[CH:9][C:8]([NH:7][C:5](=[O:6])[C@:2]([CH3:1])([CH2:3][CH3:4])[NH2:27])=[CH:13][CH:12]=4)=[CH:16][CH:17]=[CH:18][C:19]=3[CH2:26][O:25][CH2:24]1)[CH2:22][CH2:23]2. The catalyst class is: 4. (2) Reactant: O[Li].O.[Br:4][C:5]1[C:14]2[C:9](=[CH:10][CH:11]=[CH:12][CH:13]=2)[C:8]([CH2:15][N:16]2[C:22](=[O:23])[C@@H:21]([NH:24][C:25](=[O:37])[C@@H:26]([N:28]([C:30]([O:32][C:33]([CH3:36])([CH3:35])[CH3:34])=[O:31])[CH3:29])[CH3:27])[CH2:20][O:19][C:18]3[C:38]([C:42]([O:44]C)=[O:43])=[CH:39][CH:40]=[CH:41][C:17]2=3)=[CH:7][CH:6]=1. Product: [Br:4][C:5]1[C:14]2[C:9](=[CH:10][CH:11]=[CH:12][CH:13]=2)[C:8]([CH2:15][N:16]2[C:22](=[O:23])[C@@H:21]([NH:24][C:25](=[O:37])[C@@H:26]([N:28]([C:30]([O:32][C:33]([CH3:36])([CH3:35])[CH3:34])=[O:31])[CH3:29])[CH3:27])[CH2:20][O:19][C:18]3[C:38]([C:42]([OH:44])=[O:43])=[CH:39][CH:40]=[CH:41][C:17]2=3)=[CH:7][CH:6]=1. The catalyst class is: 5.